Dataset: Peptide-MHC class II binding affinity with 134,281 pairs from IEDB. Task: Regression. Given a peptide amino acid sequence and an MHC pseudo amino acid sequence, predict their binding affinity value. This is MHC class II binding data. (1) The peptide sequence is PGPNITATYGGKWLD. The MHC is HLA-DQA10101-DQB10501 with pseudo-sequence HLA-DQA10101-DQB10501. The binding affinity (normalized) is 0. (2) The peptide sequence is AAATAGTTVEGAFAA. The MHC is HLA-DPA10103-DPB10601 with pseudo-sequence HLA-DPA10103-DPB10601. The binding affinity (normalized) is 0. (3) The peptide sequence is EICEVVLAKSPDTTC. The MHC is DRB1_0802 with pseudo-sequence DRB1_0802. The binding affinity (normalized) is 0.520. (4) The peptide sequence is MSASKEVKSFLWTQS. The MHC is DRB1_0101 with pseudo-sequence DRB1_0101. The binding affinity (normalized) is 0.478. (5) The peptide sequence is RKAGKSVVVLNRKTF. The MHC is HLA-DQA10601-DQB10402 with pseudo-sequence HLA-DQA10601-DQB10402. The binding affinity (normalized) is 0. (6) The peptide sequence is EKKYFAAYQFEPLAA. The MHC is DRB1_0701 with pseudo-sequence DRB1_0701. The binding affinity (normalized) is 0.472. (7) The peptide sequence is PPGERGAPGNRGFPGQ. The MHC is HLA-DQA10301-DQB10302 with pseudo-sequence HLA-DQA10301-DQB10302. The binding affinity (normalized) is 0. (8) The MHC is DRB4_0101 with pseudo-sequence DRB4_0103. The peptide sequence is ILTVSVAVSEGKPTE. The binding affinity (normalized) is 0.436.